The task is: Predict the reaction yield, written as a fraction of the theoretical maximum amount of product (1.0 means a 100% yield; for example, 0.34 means a 34% yield).. This data is from Reaction yield outcomes from USPTO patents with 853,638 reactions. (1) The reactants are [CH3:1][O:2][C:3]1[CH:4]=[C:5]([CH:22]=[CH:23][C:24]=1[N+:25]([O-])=O)[C:6]([NH:8][C:9]1[CH:14]=[CH:13][C:12]([NH:15][S:16]([CH3:19])(=[O:18])=[O:17])=[C:11]([O:20][CH3:21])[CH:10]=1)=[O:7].[CH3:28][S:29](Cl)(=[O:31])=[O:30].Cl. The catalyst is CO.C(OCC)(=O)C.[Pd].N1C=CC=CC=1. The product is [CH3:28][S:29]([NH:25][C:24]1[CH:23]=[CH:22][C:5]([C:6]([NH:8][C:9]2[CH:14]=[CH:13][C:12]([NH:15][S:16]([CH3:19])(=[O:18])=[O:17])=[C:11]([O:20][CH3:21])[CH:10]=2)=[O:7])=[CH:4][C:3]=1[O:2][CH3:1])(=[O:31])=[O:30]. The yield is 1.00. (2) The reactants are [Br:1][C:2]1[CH:10]=[CH:9][C:5]([C:6](Cl)=[O:7])=[CH:4][CH:3]=1.[CH3:11][NH:12][CH3:13]. The catalyst is C(Cl)Cl. The product is [Br:1][C:2]1[CH:10]=[CH:9][C:5]([C:6]([N:12]([CH3:13])[CH3:11])=[O:7])=[CH:4][CH:3]=1. The yield is 0.980. (3) The reactants are C([O:4][C:5]1[CH:28]=[CH:27][C:26]([Br:29])=[CH:25][C:6]=1[C:7]([NH:9][C:10]1[S:11][C:12]([N:19]2[CH2:24][CH2:23][CH2:22][CH2:21][CH2:20]2)=[C:13]([C:15]([CH3:18])([CH3:17])[CH3:16])[N:14]=1)=[O:8])(=O)C.[OH-].[Na+].Cl. The catalyst is C(O)C. The product is [Br:29][C:26]1[CH:27]=[CH:28][C:5]([OH:4])=[C:6]([CH:25]=1)[C:7]([NH:9][C:10]1[S:11][C:12]([N:19]2[CH2:20][CH2:21][CH2:22][CH2:23][CH2:24]2)=[C:13]([C:15]([CH3:17])([CH3:18])[CH3:16])[N:14]=1)=[O:8]. The yield is 0.363.